This data is from Reaction yield outcomes from USPTO patents with 853,638 reactions. The task is: Predict the reaction yield, written as a fraction of the theoretical maximum amount of product (1.0 means a 100% yield; for example, 0.34 means a 34% yield). (1) The yield is 0.300. The reactants are Cl.[NH2:2][C@@H:3]1[CH2:8][CH2:7][CH2:6][N:5]([C:9]2[C:14]([Br:15])=[CH:13][N:12]=[C:11]3[NH:16][CH:17]=[C:18]([NH:19][C:20]([CH:22]4[CH2:24][CH2:23]4)=[O:21])[C:10]=23)[CH2:4]1.Br[CH2:26][CH2:27][O:28][CH3:29].CCN(C(C)C)C(C)C.O. The catalyst is CN(C=O)C. The product is [Br:15][C:14]1[C:9]([N:5]2[CH2:6][CH2:7][CH2:8][C@@H:3]([NH:2][CH2:26][CH2:27][O:28][CH3:29])[CH2:4]2)=[C:10]2[C:18]([NH:19][C:20]([CH:22]3[CH2:23][CH2:24]3)=[O:21])=[CH:17][NH:16][C:11]2=[N:12][CH:13]=1. (2) The reactants are [CH:1]1(/[CH:6]=[CH:7]/[CH:8]=[O:9])[CH2:5][CH2:4][CH2:3][CH2:2]1.[N+](C1C=CC(C(O)=O)=CC=1)([O-])=O.C1(C)C=CC=CC=1.[NH:29]1[CH:33]=[C:32]([C:34]2[C:35]3[CH:42]=[CH:41][N:40]([CH2:43][O:44][CH2:45][CH2:46][Si:47]([CH3:50])([CH3:49])[CH3:48])[C:36]=3[N:37]=[CH:38][N:39]=2)[CH:31]=[N:30]1. No catalyst specified. The product is [CH:1]1([C@H:6]([N:29]2[CH:33]=[C:32]([C:34]3[C:35]4[CH:42]=[CH:41][N:40]([CH2:43][O:44][CH2:45][CH2:46][Si:47]([CH3:50])([CH3:49])[CH3:48])[C:36]=4[N:37]=[CH:38][N:39]=3)[CH:31]=[N:30]2)[CH2:7][CH:8]=[O:9])[CH2:5][CH2:4][CH2:3][CH2:2]1. The yield is 0.838. (3) The reactants are [NH:1]1[CH:5]=[CH:4][N:3]=[N:2]1.Br[CH2:7][C:8]([O:10][CH3:11])=[O:9].C(=O)([O-])[O-].[K+].[K+]. The catalyst is C(#N)C.C(OCC)(=O)C. The product is [N:1]1[N:2]([CH2:7][C:8]([O:10][CH3:11])=[O:9])[N:3]=[CH:4][CH:5]=1. The yield is 0.560. (4) The reactants are C([O:3][C:4](=O)[CH2:5][C:6]1[CH:7]=[C:8]([O:25][C:26]([F:29])([F:28])[F:27])[CH:9]=[C:10]2[C:15]=1[O:14][CH:13]([C:16]([F:19])([F:18])[F:17])[C:12]([C:20]([O:22]CC)=[O:21])=[CH:11]2)C.C1COCC1.C(O)C.[BH4-].[Na+].Cl. The catalyst is [Cl-].[Na+].O.O. The product is [OH:3][CH2:4][CH2:5][C:6]1[CH:7]=[C:8]([O:25][C:26]([F:29])([F:27])[F:28])[CH:9]=[C:10]2[C:15]=1[O:14][CH:13]([C:16]([F:19])([F:18])[F:17])[C:12]([C:20]([OH:22])=[O:21])=[CH:11]2. The yield is 0.230. (5) The reactants are Cl[C:2]1[N:6]2[N:7]=[C:8]([C:18]3[CH:23]=[CH:22][CH:21]=[CH:20][C:19]=3[Cl:24])[C:9]([C:11]3[CH:16]=[CH:15][C:14]([Cl:17])=[CH:13][CH:12]=3)=[CH:10][C:5]2=[N:4][N:3]=1.[CH:25]1([NH2:31])[CH2:30][CH2:29][CH2:28][CH2:27][CH2:26]1. No catalyst specified. The product is [Cl:24][C:19]1[CH:20]=[CH:21][CH:22]=[CH:23][C:18]=1[C:8]1[C:9]([C:11]2[CH:12]=[CH:13][C:14]([Cl:17])=[CH:15][CH:16]=2)=[CH:10][C:5]2[N:6]([C:2]([NH:31][CH:25]3[CH2:30][CH2:29][CH2:28][CH2:27][CH2:26]3)=[N:3][N:4]=2)[N:7]=1. The yield is 0.410. (6) The reactants are [Br:1][C:2]1[CH:3]=[CH:4][C:5]([O:9][CH:10]([F:12])[F:11])=[C:6]([OH:8])[CH:7]=1.[C:26]1(P([C:26]2[CH:31]=[CH:30][CH:29]=[CH:28][CH:27]=2)[C:26]2[CH:31]=[CH:30][CH:29]=[CH:28][CH:27]=2)[CH:31]=[CH:30][CH:29]=[CH:28][CH:27]=1.C1(C(O)C#C[Si](C)(C)C)CC1.N(C(OCC)=O)=NC(OCC)=O. The catalyst is C(OCC)(=O)C.CCCCCC.C1(C)C=CC=CC=1. The product is [Br:1][C:2]1[CH:3]=[CH:4][C:5]([O:9][CH:10]([F:11])[F:12])=[C:6]2[C:7]=1[CH:26]=[CH:31][CH:30]([CH:29]1[CH2:28][CH2:27]1)[O:8]2. The yield is 0.660. (7) The reactants are [H-].[Na+].[CH3:3]I.[Br:5][C:6]1[CH:11]=[CH:10][C:9]([CH2:12][CH2:13][CH2:14][CH2:15][OH:16])=[CH:8][CH:7]=1.O. The catalyst is CN(C)C=O. The product is [Br:5][C:6]1[CH:7]=[CH:8][C:9]([CH2:12][CH2:13][CH2:14][CH2:15][O:16][CH3:3])=[CH:10][CH:11]=1. The yield is 0.880.